This data is from Human intestinal absorption (HIA) binary classification data from Hou et al.. The task is: Regression/Classification. Given a drug SMILES string, predict its absorption, distribution, metabolism, or excretion properties. Task type varies by dataset: regression for continuous measurements (e.g., permeability, clearance, half-life) or binary classification for categorical outcomes (e.g., BBB penetration, CYP inhibition). Dataset: hia_hou. (1) The molecule is C[C@H]1COc2c(N3CCN(C)CC3)c(F)cc3c(=O)c(C(=O)O)cn1c23. The result is 1 (good absorption). (2) The molecule is C=C(N[C@@H]1C(=O)N2C(C(=O)O)=C(COC(C)=O)CS[C@@H]12)C(=NOC)c1csc(N)n1. The result is 0 (poor absorption). (3) The compound is CN1[C@@H]2CC[C@@H]1CC(OC(=O)c1cn(C)c3ccccc13)C2. The result is 1 (good absorption). (4) The result is 1 (good absorption). The molecule is NC(N)=NC(=O)Cc1c(Cl)cccc1Cl. (5) The molecule is Cn1c(=O)c2c(ncn2CCCNC[C@@H](O)c2cc(O)cc(O)c2)n(C)c1=O. The result is 1 (good absorption). (6) The drug is CC(=CC(=O)O)/C=C/C=C(C)\C=C/C1=C(C)CCCC1(C)C. The result is 1 (good absorption). (7) The molecule is COc1cc(C)c(/C=C/C(C)=C/C=C/C(C)=CC(=O)O)c(C)c1C. The result is 1 (good absorption). (8) The result is 1 (good absorption). The drug is CCC(=O)C(C[C@H](C)N(C)C)(c1ccccc1)c1ccccc1.